This data is from Catalyst prediction with 721,799 reactions and 888 catalyst types from USPTO. The task is: Predict which catalyst facilitates the given reaction. (1) Reactant: C([N:8]1[CH2:13][C@H:12]([CH3:14])[C:11](=[O:15])[C@H:10]([CH3:16])[CH2:9]1)C1C=CC=CC=1.[C:25](O[C:25]([O:27][C:28]([CH3:31])([CH3:30])[CH3:29])=[O:26])([O:27][C:28]([CH3:31])([CH3:30])[CH3:29])=[O:26]. Product: [C:28]([O:27][C:25]([N:8]1[CH2:13][C@@H:12]([CH3:14])[C:11](=[O:15])[C@@H:10]([CH3:16])[CH2:9]1)=[O:26])([CH3:29])([CH3:30])[CH3:31]. The catalyst class is: 63. (2) Reactant: Cl[C:2]1[CH:3]=[C:4]2[N:11](S(C)(=O)=O)[C:10]([CH3:17])([CH3:16])[CH2:9][N:5]2[C:6](=[O:8])[N:7]=1.[F:18][C:19]1[CH:20]=[C:21]([CH2:27][OH:28])[CH:22]=[C:23]([F:26])[C:24]=1[F:25].C([O-])([O-])=O.[K+].[K+]. Product: [CH3:16][C:10]1([CH3:17])[CH2:9][N:5]2[C:6](=[O:8])[N:7]=[C:2]([O:28][CH2:27][C:21]3[CH:22]=[C:23]([F:26])[C:24]([F:25])=[C:19]([F:18])[CH:20]=3)[CH:3]=[C:4]2[NH:11]1. The catalyst class is: 9.